From a dataset of Forward reaction prediction with 1.9M reactions from USPTO patents (1976-2016). Predict the product of the given reaction. (1) Given the reactants C(OC([N:8]1[CH2:12][CH2:11][CH:10]([NH:13][C:14]2[CH:15]=[C:16]([Cl:39])[CH:17]=[C:18]3[C:22]=2[NH:21][C:20]([C:23](=[O:38])[NH:24][C:25]2[CH:30]=[CH:29][C:28]([O:31][C:32]4[CH:37]=[CH:36][CH:35]=[CH:34][CH:33]=4)=[CH:27][CH:26]=2)=[CH:19]3)[CH2:9]1)=O)(C)(C)C.FC(F)(F)C(O)=O, predict the reaction product. The product is: [O:31]([C:28]1[CH:29]=[CH:30][C:25]([NH:24][C:23]([C:20]2[NH:21][C:22]3[C:18]([CH:19]=2)=[CH:17][C:16]([Cl:39])=[CH:15][C:14]=3[NH:13][CH:10]2[CH2:11][CH2:12][NH:8][CH2:9]2)=[O:38])=[CH:26][CH:27]=1)[C:32]1[CH:33]=[CH:34][CH:35]=[CH:36][CH:37]=1. (2) Given the reactants CN(C)/[CH:3]=[CH:4]/[C:5]([C:7]1[C:12](=[O:13])[CH:11]=[CH:10][N:9]([C:14]2[CH:19]=[CH:18][C:17]([O:20][C:21]([F:24])([F:23])[F:22])=[CH:16][CH:15]=2)[N:8]=1)=O.[NH:26]([C:28]1[CH:33]=[CH:32][N:31]=[C:30]([Cl:34])[CH:29]=1)[NH2:27], predict the reaction product. The product is: [Cl:34][C:30]1[CH:29]=[C:28]([N:26]2[C:5]([C:7]3[C:12](=[O:13])[CH:11]=[CH:10][N:9]([C:14]4[CH:19]=[CH:18][C:17]([O:20][C:21]([F:24])([F:23])[F:22])=[CH:16][CH:15]=4)[N:8]=3)=[CH:4][CH:3]=[N:27]2)[CH:33]=[CH:32][N:31]=1.